Dataset: Catalyst prediction with 721,799 reactions and 888 catalyst types from USPTO. Task: Predict which catalyst facilitates the given reaction. Reactant: C(O)(=O)C.O=[C:6]1[CH2:11][CH2:10][N:9]([C:12]([O:14][C:15]([CH3:18])([CH3:17])[CH3:16])=[O:13])[CH2:8][CH2:7]1.[NH2:19][C:20]1[CH:28]=[CH:27][C:23]([C:24]([OH:26])=[O:25])=[C:22]([Cl:29])[CH:21]=1.C([BH3-])#N.[Na+]. Product: [C:15]([O:14][C:12]([N:9]1[CH2:10][CH2:11][CH:6]([NH:19][C:20]2[CH:28]=[CH:27][C:23]([C:24]([OH:26])=[O:25])=[C:22]([Cl:29])[CH:21]=2)[CH2:7][CH2:8]1)=[O:13])([CH3:18])([CH3:17])[CH3:16]. The catalyst class is: 5.